Regression. Given two drug SMILES strings and cell line genomic features, predict the synergy score measuring deviation from expected non-interaction effect. From a dataset of NCI-60 drug combinations with 297,098 pairs across 59 cell lines. (1) Drug 1: C1=CC(=C2C(=C1NCCNCCO)C(=O)C3=C(C=CC(=C3C2=O)O)O)NCCNCCO. Drug 2: CC(C1=C(C=CC(=C1Cl)F)Cl)OC2=C(N=CC(=C2)C3=CN(N=C3)C4CCNCC4)N. Cell line: DU-145. Synergy scores: CSS=64.4, Synergy_ZIP=0.722, Synergy_Bliss=2.41, Synergy_Loewe=-23.0, Synergy_HSA=1.83. (2) Drug 1: C1=CC(=CC=C1CC(C(=O)O)N)N(CCCl)CCCl.Cl. Drug 2: B(C(CC(C)C)NC(=O)C(CC1=CC=CC=C1)NC(=O)C2=NC=CN=C2)(O)O. Cell line: SK-MEL-28. Synergy scores: CSS=-3.97, Synergy_ZIP=1.20, Synergy_Bliss=-0.671, Synergy_Loewe=-5.61, Synergy_HSA=-5.71. (3) Drug 1: CCC1=C2CN3C(=CC4=C(C3=O)COC(=O)C4(CC)O)C2=NC5=C1C=C(C=C5)O. Drug 2: CC1=C(N=C(N=C1N)C(CC(=O)N)NCC(C(=O)N)N)C(=O)NC(C(C2=CN=CN2)OC3C(C(C(C(O3)CO)O)O)OC4C(C(C(C(O4)CO)O)OC(=O)N)O)C(=O)NC(C)C(C(C)C(=O)NC(C(C)O)C(=O)NCCC5=NC(=CS5)C6=NC(=CS6)C(=O)NCCC[S+](C)C)O. Cell line: SNB-19. Synergy scores: CSS=38.5, Synergy_ZIP=-5.12, Synergy_Bliss=-0.164, Synergy_Loewe=-10.1, Synergy_HSA=2.29. (4) Drug 1: CC1=C2C(C(=O)C3(C(CC4C(C3C(C(C2(C)C)(CC1OC(=O)C(C(C5=CC=CC=C5)NC(=O)C6=CC=CC=C6)O)O)OC(=O)C7=CC=CC=C7)(CO4)OC(=O)C)O)C)OC(=O)C. Drug 2: C1CCC(C(C1)N)N.C(=O)(C(=O)[O-])[O-].[Pt+4]. Cell line: BT-549. Synergy scores: CSS=54.7, Synergy_ZIP=-4.06, Synergy_Bliss=1.29, Synergy_Loewe=-0.869, Synergy_HSA=7.69. (5) Drug 1: CC1CCC2CC(C(=CC=CC=CC(CC(C(=O)C(C(C(=CC(C(=O)CC(OC(=O)C3CCCCN3C(=O)C(=O)C1(O2)O)C(C)CC4CCC(C(C4)OC)O)C)C)O)OC)C)C)C)OC. Drug 2: C1=NNC2=C1C(=O)NC=N2. Cell line: K-562. Synergy scores: CSS=42.3, Synergy_ZIP=3.95, Synergy_Bliss=5.45, Synergy_Loewe=-55.9, Synergy_HSA=5.42. (6) Drug 2: C1CC(C1)(C(=O)O)C(=O)O.[NH2-].[NH2-].[Pt+2]. Drug 1: CCC(=C(C1=CC=CC=C1)C2=CC=C(C=C2)OCCN(C)C)C3=CC=CC=C3.C(C(=O)O)C(CC(=O)O)(C(=O)O)O. Cell line: HCC-2998. Synergy scores: CSS=18.1, Synergy_ZIP=-5.45, Synergy_Bliss=1.40, Synergy_Loewe=3.75, Synergy_HSA=3.71. (7) Drug 2: CC(C)(C#N)C1=CC(=CC(=C1)CN2C=NC=N2)C(C)(C)C#N. Drug 1: CC1=C(C=C(C=C1)NC(=O)C2=CC=C(C=C2)CN3CCN(CC3)C)NC4=NC=CC(=N4)C5=CN=CC=C5. Synergy scores: CSS=-8.27, Synergy_ZIP=2.58, Synergy_Bliss=-1.14, Synergy_Loewe=-6.67, Synergy_HSA=-7.21. Cell line: SK-OV-3.